Regression. Given two drug SMILES strings and cell line genomic features, predict the synergy score measuring deviation from expected non-interaction effect. From a dataset of Merck oncology drug combination screen with 23,052 pairs across 39 cell lines. (1) Drug 1: N#Cc1ccc(Cn2cncc2CN2CCN(c3cccc(Cl)c3)C(=O)C2)cc1. Drug 2: COC1CC2CCC(C)C(O)(O2)C(=O)C(=O)N2CCCCC2C(=O)OC(C(C)CC2CCC(OP(C)(C)=O)C(OC)C2)CC(=O)C(C)C=C(C)C(O)C(OC)C(=O)C(C)CC(C)C=CC=CC=C1C. Cell line: MDAMB436. Synergy scores: synergy=34.2. (2) Drug 1: N#Cc1ccc(Cn2cncc2CN2CCN(c3cccc(Cl)c3)C(=O)C2)cc1. Drug 2: CC(C)CC(NC(=O)C(Cc1ccccc1)NC(=O)c1cnccn1)B(O)O. Cell line: EFM192B. Synergy scores: synergy=-4.39. (3) Drug 1: COC12C(COC(N)=O)C3=C(C(=O)C(C)=C(N)C3=O)N1CC1NC12. Drug 2: O=C(NOCC(O)CO)c1ccc(F)c(F)c1Nc1ccc(I)cc1F. Cell line: OV90. Synergy scores: synergy=37.9. (4) Drug 1: O=S1(=O)NC2(CN1CC(F)(F)F)C1CCC2Cc2cc(C=CCN3CCC(C(F)(F)F)CC3)ccc2C1. Drug 2: O=c1[nH]cc(F)c(=O)[nH]1. Cell line: A2780. Synergy scores: synergy=5.53. (5) Drug 2: CNC(=O)c1cc(Oc2ccc(NC(=O)Nc3ccc(Cl)c(C(F)(F)F)c3)cc2)ccn1. Drug 1: O=C(O)C1(Cc2cccc(Nc3nccs3)n2)CCC(Oc2cccc(Cl)c2F)CC1. Synergy scores: synergy=4.87. Cell line: MDAMB436. (6) Drug 1: CC1(c2nc3c(C(N)=O)cccc3[nH]2)CCCN1. Drug 2: CCc1c2c(nc3ccc(O)cc13)-c1cc3c(c(=O)n1C2)COC(=O)C3(O)CC. Cell line: LOVO. Synergy scores: synergy=-6.58. (7) Synergy scores: synergy=13.7. Drug 1: N#Cc1ccc(Cn2cncc2CN2CCN(c3cccc(Cl)c3)C(=O)C2)cc1. Cell line: PA1. Drug 2: CCN(CC)CCNC(=O)c1c(C)[nH]c(C=C2C(=O)Nc3ccc(F)cc32)c1C.